From a dataset of Full USPTO retrosynthesis dataset with 1.9M reactions from patents (1976-2016). Predict the reactants needed to synthesize the given product. (1) Given the product [CH3:12][C:13]([CH3:34])([CH2:16][C:28]1[CH:33]=[CH:32][N:31]=[CH:30][CH:29]=1)[CH2:14][NH2:15], predict the reactants needed to synthesize it. The reactants are: C(OCC)C.[H-].[Al+3].[Li+].[H-].[H-].[H-].[CH3:12][C:13]([CH3:34])([CH:16]([C:28]1[CH:33]=[CH:32][N:31]=[CH:30][CH:29]=1)OS(C1C=CC(C)=CC=1)(=O)=O)[C:14]#[N:15].[OH-].[Na+]. (2) Given the product [CH3:21][CH:22]([CH3:26])[CH2:23][CH2:24][NH:25][C:13](=[O:15])[C:12]1[CH:17]=[CH:18][CH:19]=[CH:20][C:11]=1[S:8]([NH:7][C:3]1[CH:2]=[N:1][CH:6]=[CH:5][CH:4]=1)(=[O:9])=[O:10], predict the reactants needed to synthesize it. The reactants are: [N:1]1[CH:6]=[CH:5][CH:4]=[C:3]([NH:7][S:8]([C:11]2[CH:20]=[CH:19][CH:18]=[CH:17][C:12]=2[C:13]([O:15]C)=O)(=[O:10])=[O:9])[CH:2]=1.[CH3:21][CH:22]([CH3:26])[CH2:23][CH2:24][NH2:25]. (3) Given the product [Br:1][C:2]1[C:3]([F:10])=[C:4]([CH:5]([CH:11]2[CH2:13][CH2:12]2)[OH:6])[CH:7]=[CH:8][CH:9]=1, predict the reactants needed to synthesize it. The reactants are: [Br:1][C:2]1[C:3]([F:10])=[C:4]([CH:7]=[CH:8][CH:9]=1)[CH:5]=[O:6].[CH:11]1([Mg]Br)[CH2:13][CH2:12]1.